Dataset: Forward reaction prediction with 1.9M reactions from USPTO patents (1976-2016). Task: Predict the product of the given reaction. (1) Given the reactants [CH3:1][C:2]([CH3:54])([CH2:7][CH2:8][C:9](=[O:53])[N:10]([CH:48]([CH2:51][CH3:52])[CH2:49][CH3:50])[CH2:11][C:12]1[CH:17]=[CH:16][CH:15]=[C:14]([C:18](=[O:47])[NH:19][C:20]2[S:21][C:22]3[CH2:46][CH2:45][CH2:44][CH2:43][C:23]=3[C:24]=2[C:25](=[O:42])[NH:26][C:27]2[CH:32]=[CH:31][C:30]([CH2:33][CH2:34][CH2:35][N:36]3[CH2:41][CH2:40][NH:39][CH2:38][CH2:37]3)=[CH:29][CH:28]=2)[CH:13]=1)[C:3]([O:5][CH3:6])=[O:4].[CH2:55]=O, predict the reaction product. The product is: [CH3:54][C:2]([CH3:1])([CH2:7][CH2:8][C:9]([N:10]([CH2:11][C:12]1[CH:17]=[CH:16][CH:15]=[C:14]([C:18](=[O:47])[NH:19][C:20]2[S:21][C:22]3[CH2:46][CH2:45][CH2:44][CH2:43][C:23]=3[C:24]=2[C:25](=[O:42])[NH:26][C:27]2[CH:28]=[CH:29][C:30]([CH2:33][CH2:34][CH2:35][N:36]3[CH2:37][CH2:38][N:39]([CH3:55])[CH2:40][CH2:41]3)=[CH:31][CH:32]=2)[CH:13]=1)[CH:48]([CH2:51][CH3:52])[CH2:49][CH3:50])=[O:53])[C:3]([O:5][CH3:6])=[O:4]. (2) Given the reactants [C:1](Cl)(Cl)=[O:2].C1(C)C=CC=CC=1.Cl.[F:13][C:14]1[CH:15]=[C:16]2[C:22]3([CH2:27][CH2:26][NH:25][CH2:24][CH2:23]3)[CH2:21][N:20](C(OC(C)(C)C)=[O:29])[C:17]2=[CH:18][CH:19]=1.C([N:37](CC)CC)C.[NH:42]1[CH2:45][CH:44]([CH2:46][N:47]([C@@H:54]2[CH2:56][C@H:55]2[C:57]2[CH:62]=[CH:61][CH:60]=[CH:59][CH:58]=2)C(=O)C(F)(F)F)[CH2:43]1, predict the reaction product. The product is: [C:17](#[N:20])[CH3:16].[OH2:2].[NH4+:37].[OH-:29].[F:13][C:14]1[CH:15]=[C:16]2[C:22]3([CH2:23][CH2:24][N:25]([C:1]([N:42]4[CH2:43][CH:44]([CH2:46][NH:47][C@@H:54]5[CH2:56][C@H:55]5[C:57]5[CH:62]=[CH:61][CH:60]=[CH:59][CH:58]=5)[CH2:45]4)=[O:2])[CH2:26][CH2:27]3)[CH2:21][NH:20][C:17]2=[CH:18][CH:19]=1. (3) Given the reactants [Cl:1][CH2:2][C:3]1[CH:8]=[CH:7][C:6]([C:9]2[O:13][N:12]=[C:11]([CH3:14])[C:10]=2C(O)=O)=[CH:5][CH:4]=1.[Cl:18][C:19]1[CH:27]=[CH:26][CH:25]=[CH:24][C:20]=1[CH:21]([OH:23])[CH3:22].C1(P(N=[N+]=[N-])(C2C=CC=CC=2)=[O:35])C=CC=CC=1.C([N:47]([CH2:50]C)CC)C, predict the reaction product. The product is: [Cl:18][C:19]1[CH:27]=[CH:26][CH:25]=[CH:24][C:20]=1[CH:21]([O:23][C:50](=[O:35])[NH:47][C:10]1[C:11]([CH3:14])=[N:12][O:13][C:9]=1[C:6]1[CH:5]=[CH:4][C:3]([CH2:2][Cl:1])=[CH:8][CH:7]=1)[CH3:22]. (4) Given the reactants FC(F)(F)C(OC(=O)C(F)(F)F)=O.C(O[CH:17](OCC)[CH2:18][NH:19][C:20]1[CH:25]=[CH:24][CH:23]=[C:22]([CH2:26][CH3:27])[CH:21]=1)C, predict the reaction product. The product is: [CH2:26]([C:22]1[CH:21]=[C:20]2[C:25]([CH:17]=[CH:18][NH:19]2)=[CH:24][CH:23]=1)[CH3:27]. (5) Given the reactants Br[C:2]1[CH:3]=[N:4][CH:5]=[CH:6][CH:7]=1.C([Mg]Cl)CC.[Sn:13](Cl)([CH3:16])([CH3:15])[CH3:14].N#N, predict the reaction product. The product is: [CH3:14][Sn:13]([CH3:16])([CH3:15])[C:2]1[CH:3]=[N:4][CH:5]=[CH:6][CH:7]=1. (6) Given the reactants [CH2:1]([O:3][C:4]([NH:6][C:7]1[CH:12]=[CH:11][C:10]([C:13]2[N:14]=[C:15]([CH2:18][N:19]3[CH:23]=[C:22]([C:24]([O:26]CC)=[O:25])[CH:21]=[N:20]3)[S:16][CH:17]=2)=[CH:9][CH:8]=1)=[O:5])[CH3:2].[OH-].[Na+].Cl, predict the reaction product. The product is: [CH2:1]([O:3][C:4]([NH:6][C:7]1[CH:12]=[CH:11][C:10]([C:13]2[N:14]=[C:15]([CH2:18][N:19]3[CH:23]=[C:22]([C:24]([OH:26])=[O:25])[CH:21]=[N:20]3)[S:16][CH:17]=2)=[CH:9][CH:8]=1)=[O:5])[CH3:2]. (7) Given the reactants [Cl:1][C:2]1[C:8]([C:9]2[N:10]=[C:11]([CH:22]3[CH2:24][CH2:23]3)[S:12][C:13]=2[C:14]2[CH:19]=[CH:18][N:17]=[C:16]([S:20][CH3:21])[N:15]=2)=[CH:7][CH:6]=[CH:5][C:3]=1[NH2:4].[CH2:25]([S:28](Cl)(=[O:30])=[O:29])[CH2:26][CH3:27], predict the reaction product. The product is: [Cl:1][C:2]1[C:8]([C:9]2[N:10]=[C:11]([CH:22]3[CH2:23][CH2:24]3)[S:12][C:13]=2[C:14]2[CH:19]=[CH:18][N:17]=[C:16]([S:20][CH3:21])[N:15]=2)=[CH:7][CH:6]=[CH:5][C:3]=1[NH:4][S:28]([CH2:25][CH2:26][CH3:27])(=[O:30])=[O:29].